Task: Regression. Given a peptide amino acid sequence and an MHC pseudo amino acid sequence, predict their binding affinity value. This is MHC class II binding data.. Dataset: Peptide-MHC class II binding affinity with 134,281 pairs from IEDB (1) The peptide sequence is GIFLSVAAGNEAENA. The MHC is HLA-DQA10301-DQB10302 with pseudo-sequence HLA-DQA10301-DQB10302. The binding affinity (normalized) is 0.635. (2) The peptide sequence is WTNQCSGNHLSSMHL. The MHC is DRB1_0101 with pseudo-sequence DRB1_0101. The binding affinity (normalized) is 0.419. (3) The peptide sequence is EKKYFAWTQFEPLAA. The MHC is HLA-DPA10103-DPB10601 with pseudo-sequence HLA-DPA10103-DPB10601. The binding affinity (normalized) is 0.906. (4) The peptide sequence is YDKFLHNVSTVLTGK. The MHC is DRB1_0701 with pseudo-sequence DRB1_0701. The binding affinity (normalized) is 0.815. (5) The peptide sequence is LLNEFNNLYADKVSV. The MHC is DRB1_0401 with pseudo-sequence DRB1_0401. The binding affinity (normalized) is 0.638.